Binary Classification. Given a drug SMILES string, predict its activity (active/inactive) in a high-throughput screening assay against a specified biological target. From a dataset of M1 muscarinic receptor antagonist screen with 61,756 compounds. The compound is Clc1cc(NC2=NCCCCC2)c(OC)cc1OC. The result is 0 (inactive).